Regression. Given two drug SMILES strings and cell line genomic features, predict the synergy score measuring deviation from expected non-interaction effect. From a dataset of NCI-60 drug combinations with 297,098 pairs across 59 cell lines. Drug 1: CC1OCC2C(O1)C(C(C(O2)OC3C4COC(=O)C4C(C5=CC6=C(C=C35)OCO6)C7=CC(=C(C(=C7)OC)O)OC)O)O. Drug 2: CC12CCC3C(C1CCC2OP(=O)(O)O)CCC4=C3C=CC(=C4)OC(=O)N(CCCl)CCCl.[Na+]. Cell line: A549. Synergy scores: CSS=39.8, Synergy_ZIP=4.00, Synergy_Bliss=-1.35, Synergy_Loewe=-27.8, Synergy_HSA=-0.0631.